This data is from NCI-60 drug combinations with 297,098 pairs across 59 cell lines. The task is: Regression. Given two drug SMILES strings and cell line genomic features, predict the synergy score measuring deviation from expected non-interaction effect. (1) Drug 1: CS(=O)(=O)C1=CC(=C(C=C1)C(=O)NC2=CC(=C(C=C2)Cl)C3=CC=CC=N3)Cl. Drug 2: C1=CC=C(C(=C1)C(C2=CC=C(C=C2)Cl)C(Cl)Cl)Cl. Cell line: HOP-92. Synergy scores: CSS=12.0, Synergy_ZIP=5.27, Synergy_Bliss=9.21, Synergy_Loewe=7.54, Synergy_HSA=8.48. (2) Drug 1: COC1=C(C=C2C(=C1)N=CN=C2NC3=CC(=C(C=C3)F)Cl)OCCCN4CCOCC4. Drug 2: CC(C)NC(=O)C1=CC=C(C=C1)CNNC.Cl. Cell line: SF-295. Synergy scores: CSS=8.91, Synergy_ZIP=-0.109, Synergy_Bliss=4.69, Synergy_Loewe=3.19, Synergy_HSA=4.76. (3) Drug 1: CN(C)C1=NC(=NC(=N1)N(C)C)N(C)C. Drug 2: C1=NC2=C(N1)C(=S)N=C(N2)N. Cell line: HS 578T. Synergy scores: CSS=27.9, Synergy_ZIP=2.43, Synergy_Bliss=4.49, Synergy_Loewe=-34.6, Synergy_HSA=1.90. (4) Drug 1: CC(C)NC(=O)C1=CC=C(C=C1)CNNC.Cl. Drug 2: COC1=C2C(=CC3=C1OC=C3)C=CC(=O)O2. Cell line: UACC62. Synergy scores: CSS=-2.58, Synergy_ZIP=1.35, Synergy_Bliss=-0.245, Synergy_Loewe=-4.61, Synergy_HSA=-4.00. (5) Drug 1: CC1=C(C=C(C=C1)NC(=O)C2=CC=C(C=C2)CN3CCN(CC3)C)NC4=NC=CC(=N4)C5=CN=CC=C5. Synergy scores: CSS=15.8, Synergy_ZIP=-4.41, Synergy_Bliss=4.73, Synergy_Loewe=0.258, Synergy_HSA=4.63. Drug 2: C1=NC2=C(N1)C(=S)N=CN2. Cell line: NCI-H460. (6) Synergy scores: CSS=57.9, Synergy_ZIP=0.185, Synergy_Bliss=-1.01, Synergy_Loewe=-20.1, Synergy_HSA=0.340. Cell line: HCT116. Drug 2: CCC1(C2=C(COC1=O)C(=O)N3CC4=CC5=C(C=CC(=C5CN(C)C)O)N=C4C3=C2)O.Cl. Drug 1: C1=NC2=C(N=C(N=C2N1C3C(C(C(O3)CO)O)O)F)N. (7) Drug 1: CCC1=C2CN3C(=CC4=C(C3=O)COC(=O)C4(CC)O)C2=NC5=C1C=C(C=C5)O. Drug 2: CC(C)CN1C=NC2=C1C3=CC=CC=C3N=C2N. Cell line: 786-0. Synergy scores: CSS=31.6, Synergy_ZIP=0.0257, Synergy_Bliss=-0.463, Synergy_Loewe=-30.0, Synergy_HSA=-0.235. (8) Drug 1: C1=NNC2=C1C(=O)NC=N2. Drug 2: CN(C(=O)NC(C=O)C(C(C(CO)O)O)O)N=O. Cell line: SF-539. Synergy scores: CSS=8.24, Synergy_ZIP=-0.532, Synergy_Bliss=4.93, Synergy_Loewe=0.645, Synergy_HSA=1.43. (9) Drug 1: CC1OCC2C(O1)C(C(C(O2)OC3C4COC(=O)C4C(C5=CC6=C(C=C35)OCO6)C7=CC(=C(C(=C7)OC)O)OC)O)O. Drug 2: C1C(C(OC1N2C=NC3=C2NC=NCC3O)CO)O. Cell line: EKVX. Synergy scores: CSS=15.5, Synergy_ZIP=-2.62, Synergy_Bliss=-3.09, Synergy_Loewe=-4.37, Synergy_HSA=-1.45. (10) Drug 1: C1CC(=O)NC(=O)C1N2CC3=C(C2=O)C=CC=C3N. Drug 2: CCC1(CC2CC(C3=C(CCN(C2)C1)C4=CC=CC=C4N3)(C5=C(C=C6C(=C5)C78CCN9C7C(C=CC9)(C(C(C8N6C=O)(C(=O)OC)O)OC(=O)C)CC)OC)C(=O)OC)O.OS(=O)(=O)O. Cell line: CAKI-1. Synergy scores: CSS=4.64, Synergy_ZIP=-2.30, Synergy_Bliss=-2.54, Synergy_Loewe=0.185, Synergy_HSA=-0.722.